This data is from Forward reaction prediction with 1.9M reactions from USPTO patents (1976-2016). The task is: Predict the product of the given reaction. Given the reactants C(OC[O:5][CH:6]1[CH2:23][CH:22]2[CH:8]([C:9](=[O:35])[N:10]([CH3:34])[CH2:11][CH2:12][CH2:13][CH2:14][CH:15]=[CH:16][CH:17]3[C:19]([C:25]([NH:27][S:28]([CH:31]4[CH2:33][CH2:32]4)(=[O:30])=[O:29])=[O:26])([NH:20][C:21]2=[O:24])[CH2:18]3)[CH2:7]1)C.C([O-])(O)=O.[Na+], predict the reaction product. The product is: [OH:5][CH:6]1[CH2:23][CH:22]2[CH:8]([C:9](=[O:35])[N:10]([CH3:34])[CH2:11][CH2:12][CH2:13][CH2:14][CH:15]=[CH:16][CH:17]3[C:19]([C:25]([NH:27][S:28]([CH:31]4[CH2:32][CH2:33]4)(=[O:30])=[O:29])=[O:26])([NH:20][C:21]2=[O:24])[CH2:18]3)[CH2:7]1.